Dataset: Full USPTO retrosynthesis dataset with 1.9M reactions from patents (1976-2016). Task: Predict the reactants needed to synthesize the given product. Given the product [CH3:1][C:2]1[C:10]2[C:9]([C:11]([OH:13])=[O:12])=[CH:8][C:7](/[CH:16]=[CH:17]/[C:18]3[CH:23]=[CH:22][CH:21]=[CH:20][CH:19]=3)=[N:6][C:5]=2[N:4]([CH2:24][C:25]2[CH:26]=[CH:27][C:28]([O:31][C:32]3[CH:37]=[CH:36][CH:35]=[CH:34][CH:33]=3)=[CH:29][CH:30]=2)[N:3]=1, predict the reactants needed to synthesize it. The reactants are: [CH3:1][C:2]1[C:10]2[C:9]([C:11]([O:13]CC)=[O:12])=[CH:8][C:7](/[CH:16]=[CH:17]/[C:18]3[CH:23]=[CH:22][CH:21]=[CH:20][CH:19]=3)=[N:6][C:5]=2[N:4]([CH2:24][C:25]2[CH:30]=[CH:29][C:28]([O:31][C:32]3[CH:37]=[CH:36][CH:35]=[CH:34][CH:33]=3)=[CH:27][CH:26]=2)[N:3]=1.[OH-].[K+].C1COCC1.